Dataset: Retrosynthesis with 50K atom-mapped reactions and 10 reaction types from USPTO. Task: Predict the reactants needed to synthesize the given product. (1) Given the product NNC(=O)c1ccc(Br)cc1F, predict the reactants needed to synthesize it. The reactants are: NN.O=C(O)c1ccc(Br)cc1F. (2) The reactants are: CC(=O)Nc1ccc(O)cc1.NS(=O)(=O)c1cc(C(=O)O)cc([N+](=O)[O-])c1Cl. Given the product CC(=O)Nc1ccc(Oc2c([N+](=O)[O-])cc(C(=O)O)cc2S(N)(=O)=O)cc1, predict the reactants needed to synthesize it.